From a dataset of Reaction yield outcomes from USPTO patents with 853,638 reactions. Predict the reaction yield, written as a fraction of the theoretical maximum amount of product (1.0 means a 100% yield; for example, 0.34 means a 34% yield). The reactants are [Br:1][C:2]1[CH:11]=[C:10]2[C:5]([CH:6]=[C:7]([NH2:12])[N:8]=[CH:9]2)=[CH:4][CH:3]=1.[CH:13]1([C:16](Cl)=[O:17])[CH2:15][CH2:14]1.O. The catalyst is N1C=CC=CC=1. The product is [Br:1][C:2]1[CH:11]=[C:10]2[C:5]([CH:6]=[C:7]([NH:12][C:16]([CH:13]3[CH2:15][CH2:14]3)=[O:17])[N:8]=[CH:9]2)=[CH:4][CH:3]=1. The yield is 0.804.